Dataset: Forward reaction prediction with 1.9M reactions from USPTO patents (1976-2016). Task: Predict the product of the given reaction. (1) The product is: [Cl:11][C:12]1[CH:13]=[CH:14][C:15]([N:18]2[CH2:22][C:21]3([CH2:28][CH2:27][CH2:26][CH2:25][CH2:24]3)[NH:20][C:19]2=[O:29])=[CH:16][CH:17]=1. Given the reactants [H-].[Al+3].[Li+].[H-].[H-].[H-].[Al+3].[Cl-].[Cl-].[Cl-].[Cl:11][C:12]1[CH:17]=[CH:16][C:15]([N:18]2[C:22](=O)[C:21]3([CH2:28][CH2:27][CH2:26][CH2:25][CH2:24]3)[NH:20][C:19]2=[O:29])=[CH:14][CH:13]=1, predict the reaction product. (2) Given the reactants [NH2:1][CH2:2][C@@H:3]1[C@H:7]([OH:8])[CH2:6][N:5]([CH2:9][CH2:10][N:11]2[C:20]3[C:15](=[N:16][CH:17]=[C:18]([F:21])[CH:19]=3)[CH:14]=[CH:13][C:12]2=[O:22])[CH2:4]1.[O:23]=[C:24]1[CH2:29][S:28][C:27]2[CH:30]=[CH:31][C:32]([CH:34]=O)=[N:33][C:26]=2[NH:25]1.C(=O)([O-])[O-].[Na+].[Na+].C(O[BH-](OC(=O)C)OC(=O)C)(=O)C.[Na+].C(Cl)[Cl:57], predict the reaction product. The product is: [ClH:57].[F:21][C:18]1[CH:19]=[C:20]2[C:15]([CH:14]=[CH:13][C:12](=[O:22])[N:11]2[CH2:10][CH2:9][N:5]2[CH2:6][C@@H:7]([OH:8])[C@@H:3]([CH2:2][NH:1][CH2:34][C:32]3[CH:31]=[CH:30][C:27]4[S:28][CH2:29][C:24](=[O:23])[NH:25][C:26]=4[N:33]=3)[CH2:4]2)=[N:16][CH:17]=1.